From a dataset of Full USPTO retrosynthesis dataset with 1.9M reactions from patents (1976-2016). Predict the reactants needed to synthesize the given product. (1) Given the product [ClH:1].[ClH:1].[F:8][C:9]1[C:19]2[CH2:18][O:17][C:16]3[CH:20]=[CH:21][CH:22]=[CH:23][C:15]=3[N:14]([CH2:24][C@H:25]3[CH2:29][CH2:28][CH2:27][N:26]3[CH2:30][CH2:31][C:32]3[CH:33]=[CH:34][C:35]([N:38]([CH3:39])[CH3:40])=[CH:36][CH:37]=3)[C:13]=2[CH:12]=[CH:11][CH:10]=1, predict the reactants needed to synthesize it. The reactants are: [ClH:1].O1CCOCC1.[F:8][C:9]1[C:19]2[CH2:18][O:17][C:16]3[CH:20]=[CH:21][CH:22]=[CH:23][C:15]=3[N:14]([CH2:24][C@H:25]3[CH2:29][CH2:28][CH2:27][N:26]3[CH2:30][CH2:31][C:32]3[CH:37]=[CH:36][C:35]([N:38]([CH3:40])[CH3:39])=[CH:34][CH:33]=3)[C:13]=2[CH:12]=[CH:11][CH:10]=1. (2) Given the product [CH3:1][O:2][C:3](=[O:15])[C:4]1[CH:9]=[C:8]([Cl:10])[CH:7]=[C:6]([NH2:11])[C:5]=1[OH:14], predict the reactants needed to synthesize it. The reactants are: [CH3:1][O:2][C:3](=[O:15])[C:4]1[CH:9]=[C:8]([Cl:10])[CH:7]=[C:6]([N+:11]([O-])=O)[C:5]=1[OH:14].C(O)(=O)C. (3) The reactants are: [Cl:1][C:2]1[CH:3]=[C:4]([C:8]2[O:12][N:11]=[C:10]([C:13]3[CH:18]=[CH:17][C:16]([Cl:19])=[CH:15][C:14]=3[Cl:20])[C:9]=2[CH:21](C2C=NC=CC=2)[OH:22])[CH:5]=[CH:6][CH:7]=1.C(O[C:33](=[O:35])[CH3:34])(=O)C.[N:36]1[CH:41]=[CH:40][CH:39]=[CH:38][CH:37]=1. Given the product [Cl:1][C:2]1[CH:3]=[C:4]([C:8]2[O:12][N:11]=[C:10]([C:13]3[CH:18]=[CH:17][C:16]([Cl:19])=[CH:15][C:14]=3[Cl:20])[C:9]=2[CH2:21][O:22][C:33](=[O:35])[CH2:34][C:38]2[CH:37]=[N:36][CH:41]=[CH:40][CH:39]=2)[CH:5]=[CH:6][CH:7]=1, predict the reactants needed to synthesize it. (4) Given the product [Br:28][C:14]1[CH:15]=[CH:16][C:17]2[C:18]3[CH:1]=[CH:2][CH:3]=[C:4]4[C:19]=3[C:8]([C:9]3[C:20]=2[C:13]=1[CH:12]=[CH:11][CH:10]=3)=[CH:7][CH:6]=[CH:5]4, predict the reactants needed to synthesize it. The reactants are: [CH:1]1[C:18]2=[C:19]3[C:8]([C:9]4[C:20]5[C:13](=[CH:14][CH:15]=[CH:16][C:17]2=5)[CH:12]=[CH:11][CH:10]=4)=[CH:7][CH:6]=[CH:5][C:4]3=[CH:3][CH:2]=1.C1C(=O)N([Br:28])C(=O)C1.O.